This data is from Full USPTO retrosynthesis dataset with 1.9M reactions from patents (1976-2016). The task is: Predict the reactants needed to synthesize the given product. (1) Given the product [F:10][C:4]1[CH:3]=[C:2]([Br:1])[CH:9]=[CH:8][C:5]=1[CH:6]=[N:12][OH:13], predict the reactants needed to synthesize it. The reactants are: [Br:1][C:2]1[CH:9]=[CH:8][C:5]([CH:6]=O)=[C:4]([F:10])[CH:3]=1.Cl.[NH2:12][OH:13].[OH-].[Na+].C(O)C. (2) Given the product [Br:21][C:22]1[S:26][C:25]([S:27]([NH:13][CH2:12][C:5]2[C:6]3[C:11](=[CH:10][CH:9]=[CH:8][CH:7]=3)[N:2]=[CH:3][CH:4]=2)(=[O:29])=[O:28])=[CH:24][CH:23]=1, predict the reactants needed to synthesize it. The reactants are: Cl.[N:2]1[C:11]2[C:6](=[CH:7][CH:8]=[CH:9][CH:10]=2)[C:5]([CH2:12][NH2:13])=[CH:4][CH:3]=1.C(N(CC)CC)C.[Br:21][C:22]1[S:26][C:25]([S:27](Cl)(=[O:29])=[O:28])=[CH:24][CH:23]=1. (3) Given the product [CH3:1][C:2]1[CH:7]=[CH:6][C:5]([C:8]2[CH:13]=[C:12]([C:14]([N:16]3[CH2:21][CH2:20][N:19]4[CH2:22][CH2:23][CH2:24][CH:18]4[CH2:17]3)=[O:15])[CH:11]=[C:10]([C:25]([NH:37][C@@H:35]([C:32]3[CH:31]=[N:30][C:29]([CH3:28])=[N:34][CH:33]=3)[CH3:36])=[O:27])[CH:9]=2)=[CH:4][CH:3]=1, predict the reactants needed to synthesize it. The reactants are: [CH3:1][C:2]1[CH:7]=[CH:6][C:5]([C:8]2[CH:13]=[C:12]([C:14]([N:16]3[CH2:21][CH2:20][N:19]4[CH2:22][CH2:23][CH2:24][CH:18]4[CH2:17]3)=[O:15])[CH:11]=[C:10]([C:25]([OH:27])=O)[CH:9]=2)=[CH:4][CH:3]=1.[CH3:28][C:29]1[N:34]=[CH:33][C:32]([C@H:35]([NH2:37])[CH3:36])=[CH:31][N:30]=1.F[P-](F)(F)(F)(F)F.C[N+](C)=C(N(C)C)ON1C2N=CC=CC=2N=N1.C(N(CC)C(C)C)(C)C. (4) Given the product [CH3:1][C:2]1([CH3:18])[C@@H:5]([C:6]2[N:10]=[CH:9][N:8]([CH:11]3[CH2:16][CH2:15][CH2:14][CH2:13][O:12]3)[N:7]=2)[CH2:4][C@H:3]1[NH:17][C:20]1[C:25]([C:26]#[N:27])=[CH:24][N:23]=[C:22]([S:28][CH3:29])[N:21]=1, predict the reactants needed to synthesize it. The reactants are: [CH3:1][C:2]1([CH3:18])[C@@H:5]([C:6]2[N:10]=[CH:9][N:8]([CH:11]3[CH2:16][CH2:15][CH2:14][CH2:13][O:12]3)[N:7]=2)[CH2:4][C@H:3]1[NH2:17].Cl[C:20]1[C:25]([C:26]#[N:27])=[CH:24][N:23]=[C:22]([S:28][CH3:29])[N:21]=1.CCN(C(C)C)C(C)C. (5) Given the product [Br:35][CH2:30][C:28]1[CH:29]=[C:24]([C:4]2([C:12]3[CH:17]=[CH:16][CH:15]=[C:14]([C:18]4[CH:23]=[N:22][CH:21]=[N:20][CH:19]=4)[CH:13]=3)[C:5]3[C:10](=[C:9]([F:11])[CH:8]=[CH:7][CH:6]=3)[C:2]([NH2:1])=[N:3]2)[CH:25]=[C:26]([CH3:34])[C:27]=1[O:32][CH3:33], predict the reactants needed to synthesize it. The reactants are: [NH2:1][C:2]1[C:10]2[C:5](=[CH:6][CH:7]=[CH:8][C:9]=2[F:11])[C:4]([C:24]2[CH:25]=[C:26]([CH3:34])[C:27]([O:32][CH3:33])=[C:28]([CH2:30]O)[CH:29]=2)([C:12]2[CH:17]=[CH:16][CH:15]=[C:14]([C:18]3[CH:19]=[N:20][CH:21]=[N:22][CH:23]=3)[CH:13]=2)[N:3]=1.[BrH:35].C([O-])([O-])=O.[Na+].[Na+].